This data is from Full USPTO retrosynthesis dataset with 1.9M reactions from patents (1976-2016). The task is: Predict the reactants needed to synthesize the given product. (1) The reactants are: [Cl:1][C:2]1[CH:9]=[C:8](F)[CH:7]=[CH:6][C:3]=1[C:4]#[N:5].O.[NH2:12][NH2:13]. Given the product [Cl:1][C:2]1[CH:9]=[C:8]([NH:12][NH2:13])[CH:7]=[CH:6][C:3]=1[C:4]#[N:5], predict the reactants needed to synthesize it. (2) Given the product [CH3:1][C:2]1[CH:3]=[N:4][N:5]([CH:7]2[CH2:12][CH2:11][CH:10]([N:14]3[CH2:17][CH:16]([NH:18][C:19]([CH2:21][NH:22][C:23](=[O:34])[C:24]4[CH:29]=[CH:28][CH:27]=[C:26]([C:30]([F:33])([F:31])[F:32])[CH:25]=4)=[O:20])[CH2:15]3)[CH2:9][CH2:8]2)[CH:6]=1, predict the reactants needed to synthesize it. The reactants are: [CH3:1][C:2]1[CH:3]=[N:4][N:5]([CH:7]2[CH2:12][CH2:11][C:10](=O)[CH2:9][CH2:8]2)[CH:6]=1.[NH:14]1[CH2:17][CH:16]([NH:18][C:19]([CH2:21][NH:22][C:23](=[O:34])[C:24]2[CH:29]=[CH:28][CH:27]=[C:26]([C:30]([F:33])([F:32])[F:31])[CH:25]=2)=[O:20])[CH2:15]1. (3) Given the product [NH2:21][CH2:20][C:19]1[CH:22]=[C:15]([C:13]([N:10]2[CH2:9][CH2:8][C:7]3([CH2:6][C@@H:5]([O:31][CH:32]([CH3:34])[CH3:33])[C:4]4[C:28](=[CH:29][CH:30]=[C:2]([F:1])[CH:3]=4)[O:27]3)[CH2:12][CH2:11]2)=[O:14])[CH:16]=[CH:17][C:18]=1[O:23][CH:24]([CH3:26])[CH3:25], predict the reactants needed to synthesize it. The reactants are: [F:1][C:2]1[CH:3]=[C:4]2[C:28](=[CH:29][CH:30]=1)[O:27][C:7]1([CH2:12][CH2:11][N:10]([C:13]([C:15]3[CH:16]=[CH:17][C:18]([O:23][CH:24]([CH3:26])[CH3:25])=[C:19]([CH:22]=3)[C:20]#[N:21])=[O:14])[CH2:9][CH2:8]1)[CH2:6][C@H:5]2[O:31][CH:32]([CH3:34])[CH3:33]. (4) Given the product [Cl:7][C:8]1[CH:14]=[CH:13][C:11]2[O:12][C@@H:23]([CH2:24][OH:25])[CH2:20][O:15][C:10]=2[CH:9]=1, predict the reactants needed to synthesize it. The reactants are: [K].CC(C)([O-])C.[Cl:7][C:8]1[CH:9]=[C:10]([OH:15])[C:11](=[CH:13][CH:14]=1)[OH:12].ClC1C=C[C:20]([CH2:23][C:24]([O-])=[O:25])=[C:20]([CH2:23][C:24]([O-])=[O:25])C=1.C(OS(C1C=CC=C([N+]([O-])=O)C=1)(=O)=O)[C@@H]1OC1.